Dataset: Reaction yield outcomes from USPTO patents with 853,638 reactions. Task: Predict the reaction yield, written as a fraction of the theoretical maximum amount of product (1.0 means a 100% yield; for example, 0.34 means a 34% yield). (1) The reactants are [Cl:1][C:2]1[C:3]([CH:30]=[O:31])=[CH:4][C:5]2[O:10][CH:9]([C:11]([N:13]3[CH2:18][CH2:17][C:16]([CH2:21][C:22]4[CH:27]=[CH:26][C:25]([F:28])=[CH:24][CH:23]=4)([C:19]#[N:20])[CH2:15][CH2:14]3)=[O:12])[CH2:8][NH:7][C:6]=2[CH:29]=1.[BH4-].[Na+]. The catalyst is CO. The product is [Cl:1][C:2]1[C:3]([CH2:30][OH:31])=[CH:4][C:5]2[O:10][CH:9]([C:11]([N:13]3[CH2:18][CH2:17][C:16]([CH2:21][C:22]4[CH:23]=[CH:24][C:25]([F:28])=[CH:26][CH:27]=4)([C:19]#[N:20])[CH2:15][CH2:14]3)=[O:12])[CH2:8][NH:7][C:6]=2[CH:29]=1. The yield is 0.496. (2) The reactants are [CH2:1]([O:8][C:9]1[C:18](=[O:19])[N:17]2[C:12]([C:13]([CH3:21])([CH3:20])[O:14][CH2:15][CH2:16]2)=[N:11][C:10]=1[C:22]([NH:24][CH2:25][C:26]1[CH:34]=[CH:33][C:32]([F:35])=[CH:31][C:27]=1[C:28](O)=[O:29])=[O:23])[C:2]1[CH:7]=[CH:6][CH:5]=[CH:4][CH:3]=1.F[P-](F)(F)(F)(F)F.[N:43]1(OC(N(C)C)=[N+](C)C)[C:47]2N=CC=C[C:46]=2[N:45]=N1.C(CN)O. The catalyst is CN(C=O)C. The product is [NH2:43][CH2:47][CH2:46][NH:45][C:28]([C:27]1[CH:31]=[C:32]([F:35])[CH:33]=[CH:34][C:26]=1[CH2:25][NH:24][C:22]([C:10]1[N:11]=[C:12]2[N:17]([C:18](=[O:19])[C:9]=1[O:8][CH2:1][C:2]1[CH:3]=[CH:4][CH:5]=[CH:6][CH:7]=1)[CH2:16][CH2:15][O:14][C:13]2([CH3:21])[CH3:20])=[O:23])=[O:29]. The yield is 0.870. (3) The reactants are [Cl:1][C:2]1[CH:3]=[C:4]2[C:9](=[CH:10][CH:11]=1)[N:8]=[C:7]([O:12][CH3:13])[C:6]([NH:14][C:15](=[O:19])OCC)=[N:5]2.[N+:20]([C:23]1[CH:28]=[CH:27][C:26]([N:29]2[CH2:34][CH2:33][NH:32][CH2:31][CH2:30]2)=[CH:25][CH:24]=1)([O-:22])=[O:21]. No catalyst specified. The product is [Cl:1][C:2]1[CH:3]=[C:4]2[C:9](=[CH:10][CH:11]=1)[N:8]=[C:7]([O:12][CH3:13])[C:6]([NH:14][C:15]([N:32]1[CH2:33][CH2:34][N:29]([C:26]3[CH:25]=[CH:24][C:23]([N+:20]([O-:22])=[O:21])=[CH:28][CH:27]=3)[CH2:30][CH2:31]1)=[O:19])=[N:5]2. The yield is 0.820. (4) The reactants are [C:1]([O:5][C:6]([NH:8][C:9]1[CH:14]=[CH:13][CH:12]=[CH:11][C:10]=1[NH:15][C:16]([C:18]1[CH:23]=[CH:22][C:21]([CH2:24]OS(C)(=O)=O)=[CH:20][N:19]=1)=[O:17])=[O:7])([CH3:4])([CH3:3])[CH3:2].[CH3:30][N:31]([CH3:36])[CH2:32][CH2:33][CH2:34][NH2:35].C(=O)([O-])[O-].[K+].[K+].C(=O)([O-])O.[Na+]. The catalyst is CN(C=O)C. The product is [C:1]([O:5][C:6]([NH:8][C:9]1[CH:14]=[CH:13][CH:12]=[CH:11][C:10]=1[NH:15][C:16]([C:18]1[CH:23]=[CH:22][C:21]([CH2:24][NH:35][CH2:34][CH2:33][CH2:32][N:31]([CH3:36])[CH3:30])=[CH:20][N:19]=1)=[O:17])=[O:7])([CH3:3])([CH3:2])[CH3:4]. The yield is 0.380. (5) The catalyst is ClCCl. The product is [NH2:1][C:2]1[C:3]([F:13])=[C:4]([CH:8]=[C:9]([F:12])[C:10]=1[F:11])[C:5]([NH:21][C:20]1[C:22]([CH3:36])=[CH:23][C:24]([C:26]([F:35])([C:27]([F:28])([F:29])[F:30])[C:31]([F:32])([F:33])[F:34])=[CH:25][C:19]=1[CH3:18])=[O:7]. The yield is 0.760. The reactants are [NH2:1][C:2]1[C:3]([F:13])=[C:4]([CH:8]=[C:9]([F:12])[C:10]=1[F:11])[C:5]([OH:7])=O.S(Cl)(Cl)=O.[CH3:18][C:19]1[CH:25]=[C:24]([C:26]([F:35])([C:31]([F:34])([F:33])[F:32])[C:27]([F:30])([F:29])[F:28])[CH:23]=[C:22]([CH3:36])[C:20]=1[NH2:21].N1C=CC=CC=1. (6) The reactants are Cl[C:2]1[C:7]([C:8]#[N:9])=[CH:6][CH:5]=[CH:4][N:3]=1.[Cl:10][C:11]1[CH:16]=[CH:15][CH:14]=[CH:13][C:12]=1B(O)O. No catalyst specified. The product is [Cl:10][C:11]1[CH:16]=[CH:15][CH:14]=[CH:13][C:12]=1[C:2]1[N:3]=[CH:4][CH:5]=[CH:6][C:7]=1[C:8]#[N:9]. The yield is 0.180.